Dataset: Full USPTO retrosynthesis dataset with 1.9M reactions from patents (1976-2016). Task: Predict the reactants needed to synthesize the given product. Given the product [Cl:35][C:2]([Cl:1])([Cl:34])[CH2:3][O:4][C:5](=[O:33])[NH:6][C:7]1[CH:8]=[CH:9][C:10]([O:13][C:14]2[CH:19]=[CH:18][C:17]([C:20](=[O:29])[NH:21][C:22]3[CH:27]=[CH:26][C:25]([Br:28])=[CH:24][CH:23]=3)=[CH:16][C:15]=2[NH2:30])=[CH:11][CH:12]=1, predict the reactants needed to synthesize it. The reactants are: [Cl:1][C:2]([Cl:35])([Cl:34])[CH2:3][O:4][C:5](=[O:33])[NH:6][C:7]1[CH:12]=[CH:11][C:10]([O:13][C:14]2[CH:19]=[CH:18][C:17]([C:20](=[O:29])[NH:21][C:22]3[CH:27]=[CH:26][C:25]([Br:28])=[CH:24][CH:23]=3)=[CH:16][C:15]=2[N+:30]([O-])=O)=[CH:9][CH:8]=1.[Cl-].[NH4+].O1CCCC1.O.